This data is from Forward reaction prediction with 1.9M reactions from USPTO patents (1976-2016). The task is: Predict the product of the given reaction. (1) Given the reactants [CH3:1][S:2](Cl)(=[O:4])=[O:3].[F:6][C:7]1[CH:8]=[C:9]([C@@H:14]2[CH2:16][C@H:15]2[NH:17][C:18]2[C:19]3[N:30]=[N:29][N:28]([C@H:31]4[C@@H:35]5[O:36][C:37]([CH3:40])([CH3:39])[O:38][C@@H:34]5[C@@H:33]([O:41][CH2:42][CH2:43][OH:44])[CH2:32]4)[C:20]=3[N:21]=[C:22]([S:24][CH2:25][CH2:26][CH3:27])[N:23]=2)[CH:10]=[CH:11][C:12]=1[F:13], predict the reaction product. The product is: [CH3:1][S:2]([O:44][CH2:43][CH2:42][O:41][C@@H:33]1[C@@H:34]2[C@@H:35]([O:36][C:37]([CH3:39])([CH3:40])[O:38]2)[C@H:31]([N:28]2[C:20]3[N:21]=[C:22]([S:24][CH2:25][CH2:26][CH3:27])[N:23]=[C:18]([NH:17][C@@H:15]4[CH2:16][C@H:14]4[C:9]4[CH:10]=[CH:11][C:12]([F:13])=[C:7]([F:6])[CH:8]=4)[C:19]=3[N:30]=[N:29]2)[CH2:32]1)(=[O:4])=[O:3]. (2) Given the reactants [CH3:1][O:2][C:3]1[CH:4]=[CH:5][C:6]2[C:10]([O:11][C:12]3[CH:17]=[CH:16][C:15](/[CH:18]=[CH:19]/[C:20]([O:22][CH3:23])=[O:21])=[CH:14][CH:13]=3)=[CH:9][S:8][C:7]=2[CH:24]=1.O=P(Cl)(Cl)Cl.CN([CH:33]=[O:34])C, predict the reaction product. The product is: [CH:33]([C:9]1[S:8][C:7]2[CH:24]=[C:3]([O:2][CH3:1])[CH:4]=[CH:5][C:6]=2[C:10]=1[O:11][C:12]1[CH:17]=[CH:16][C:15](/[CH:18]=[CH:19]/[C:20]([O:22][CH3:23])=[O:21])=[CH:14][CH:13]=1)=[O:34]. (3) Given the reactants [Cl:1][C:2]1[CH:3]=[CH:4][C:5]2[N:9]=[CH:8][N:7]([CH2:10][C:11]([OH:13])=O)[C:6]=2[C:14]=1[F:15].[NH2:16][CH:17]([C:19]1[CH:24]=[CH:23][C:22]([C:25]([CH3:29])([CH3:28])[C:26]#[N:27])=[CH:21][CH:20]=1)[CH3:18].[CH3:30]N(C(ON1N=NC2C=CC=NC1=2)=[N+](C)C)C.F[P-](F)(F)(F)(F)F, predict the reaction product. The product is: [Cl:1][C:2]1[CH:3]=[CH:4][C:5]2[N:9]=[CH:8][N:7]([CH2:10][C:11]([NH:16][C@H:17]([C:19]3[CH:24]=[CH:23][C:22]([C:25]([C:26]#[N:27])([CH3:28])[CH3:29])=[C:21]([CH3:30])[CH:20]=3)[CH3:18])=[O:13])[C:6]=2[C:14]=1[F:15]. (4) Given the reactants [O:1]=[S:2]1(=[O:52])[CH2:7][CH2:6][N:5]([CH2:8][CH2:9][NH:10][C@:11]23[CH2:46][CH2:45][C@@H:44]([C:47]([O:50][CH3:51])([CH3:49])[CH3:48])[C@@H:12]2[C@@H:13]2[C@@:26]([CH3:29])([CH2:27][CH2:28]3)[C@@:25]3([CH3:30])[C@@H:16]([C@:17]4([CH3:43])[C@@H:22]([CH2:23][CH2:24]3)[C:21]([CH3:32])([CH3:31])[C:20]([C:33]3[CH:42]=[CH:41][C:36]([C:37]([O:39]C)=[O:38])=[CH:35][CH:34]=3)=[CH:19][CH2:18]4)[CH2:15][CH2:14]2)[CH2:4][CH2:3]1.O.[OH-].[Li+].CO.C(O)(C(F)(F)F)=O, predict the reaction product. The product is: [O:52]=[S:2]1(=[O:1])[CH2:7][CH2:6][N:5]([CH2:8][CH2:9][NH:10][C@:11]23[CH2:46][CH2:45][C@@H:44]([C:47]([O:50][CH3:51])([CH3:49])[CH3:48])[C@@H:12]2[C@@H:13]2[C@@:26]([CH3:29])([CH2:27][CH2:28]3)[C@@:25]3([CH3:30])[C@@H:16]([C@:17]4([CH3:43])[C@@H:22]([CH2:23][CH2:24]3)[C:21]([CH3:32])([CH3:31])[C:20]([C:33]3[CH:42]=[CH:41][C:36]([C:37]([OH:39])=[O:38])=[CH:35][CH:34]=3)=[CH:19][CH2:18]4)[CH2:15][CH2:14]2)[CH2:4][CH2:3]1. (5) The product is: [CH3:26][C:21]1[CH:22]=[CH:23][CH:24]=[CH:25][C:20]=1[CH2:19][O:18][C:12]1[CH:11]=[C:10]([N:1]2[C:5]3[CH:6]=[CH:7][CH:8]=[CH:9][C:4]=3[N:3]=[CH:2]2)[S:14][CH:13]=1. Given the reactants [N:1]1([C:10]2[S:14][C:13](C(O)=O)=[C:12]([O:18][CH2:19][C:20]3[CH:25]=[CH:24][CH:23]=[CH:22][C:21]=3[CH3:26])[CH:11]=2)[C:5]2[CH:6]=[CH:7][CH:8]=[CH:9][C:4]=2[N:3]=[CH:2]1.C(OCC)(=O)C, predict the reaction product.